Task: Binary Classification. Given a drug SMILES string, predict its activity (active/inactive) in a high-throughput screening assay against a specified biological target.. Dataset: HIV replication inhibition screening data with 41,000+ compounds from the AIDS Antiviral Screen (1) The result is 0 (inactive). The compound is O=C1NC2c3ccccc3CCC12. (2) The compound is CN1C(=O)NC(=Cc2ccc(S(=O)(=O)NN=CC(O)C(O)C(O)C(O)CO)cc2)C1=O. The result is 0 (inactive). (3) The drug is CCCCS(=O)(=O)c1ccc(O)c(C(=O)Nc2cccc(C(F)(F)F)c2)c1. The result is 0 (inactive). (4) The drug is Nc1nc(-c2ccco2)cc(-c2ccco2)n1. The result is 0 (inactive). (5) The molecule is Cc1cc(NS(=O)(=O)c2ccc(N=Nc3c(Nc4ccccc4)nn(-c4ccc(S(=O)(=O)Nc5ccncn5)cc4)c3C)cc2)no1. The result is 0 (inactive).